This data is from Blood-brain barrier permeability classification from the B3DB database. The task is: Regression/Classification. Given a drug SMILES string, predict its absorption, distribution, metabolism, or excretion properties. Task type varies by dataset: regression for continuous measurements (e.g., permeability, clearance, half-life) or binary classification for categorical outcomes (e.g., BBB penetration, CYP inhibition). Dataset: b3db_classification. (1) The molecule is CCC1(O)CC(OC2CC(N3CCOCC3)C(O)C(C)O2)c2c(O)c3c(c(O)c2C1O)C(=O)c1cccc(O)c1C3=O. The result is 1 (penetrates BBB). (2) The compound is O=C(Nc1c(Cl)cncc1Cl)c1ccc(OC(F)F)c(OCC2CC2)c1. The result is 0 (does not penetrate BBB). (3) The molecule is COC1=CC(=O)O[C@@H]1[C@@H](O)c1ccccc1Cl. The result is 1 (penetrates BBB). (4) The molecule is CN(CCOc1ccc(NS(C)(=O)=O)cc1)CCc1ccc(NS(C)(=O)=O)cc1. The result is 0 (does not penetrate BBB).